The task is: Predict the reactants needed to synthesize the given product.. This data is from Full USPTO retrosynthesis dataset with 1.9M reactions from patents (1976-2016). (1) Given the product [C:1]([O:6][C@@H:7]1[C@@H:15]([CH2:16][CH:17]2[CH2:22][CH2:21][CH2:20][CH2:19][CH2:18]2)[C:14](=[O:23])[O:13][CH2:12][C@H:11]([NH:24][C:25]([O:27][C:28]([CH3:29])([CH3:31])[CH3:30])=[O:26])[C:10](=[O:32])[O:9][C@H:8]1[CH3:33])(=[O:5])[CH:2]([CH3:3])[CH3:4], predict the reactants needed to synthesize it. The reactants are: [C:1]([O:6][C@@H:7]1[C@@H:15]([CH2:16][C:17]2[CH:22]=[CH:21][CH:20]=[CH:19][CH:18]=2)[C:14](=[O:23])[O:13][CH2:12][C@H:11]([NH:24][C:25]([O:27][C:28]([CH3:31])([CH3:30])[CH3:29])=[O:26])[C:10](=[O:32])[O:9][C@H:8]1[CH3:33])(=[O:5])[CH:2]([CH3:4])[CH3:3]. (2) Given the product [CH3:5][O:6][C:7]([C:9]1[S:10][C:11]([Br:16])=[CH:12][C:13]=1[OH:14])=[O:8], predict the reactants needed to synthesize it. The reactants are: B(Br)(Br)Br.[CH3:5][O:6][C:7]([C:9]1[S:10][C:11]([Br:16])=[CH:12][C:13]=1[O:14]C)=[O:8].O. (3) Given the product [NH3:2].[CH3:59][O:60][C:61]1[CH:66]=[C:65]([C:33]2[N:38]3[N:39]=[CH:40][N:41]=[C:37]3[C:36]([NH:42][C:43]3[CH:58]=[CH:57][C:46]([C:47]([NH:49][CH2:50][C:51]4[CH:52]=[N:53][CH:54]=[CH:55][CH:56]=4)=[O:48])=[CH:45][CH:44]=3)=[N:35][CH:34]=2)[CH:64]=[CH:63][N:62]=1, predict the reactants needed to synthesize it. The reactants are: C[N:2]1CCN(C2C=CC(NC3C4N(N=CN=4)C(C4C=C(C(N)=O)SC=4)=CN=3)=CC=2)CC1.Br[C:33]1[N:38]2[N:39]=[CH:40][N:41]=[C:37]2[C:36]([NH:42][C:43]2[CH:58]=[CH:57][C:46]([C:47]([NH:49][CH2:50][C:51]3[CH:52]=[N:53][CH:54]=[CH:55][CH:56]=3)=[O:48])=[CH:45][CH:44]=2)=[N:35][CH:34]=1.[CH3:59][O:60][C:61]1[CH:66]=[C:65](B(O)O)[CH:64]=[CH:63][N:62]=1.